This data is from Reaction yield outcomes from USPTO patents with 853,638 reactions. The task is: Predict the reaction yield, written as a fraction of the theoretical maximum amount of product (1.0 means a 100% yield; for example, 0.34 means a 34% yield). (1) The reactants are [CH3:1][C:2]1[O:6][N:5]=[C:4]([C:7]2[CH:12]=[CH:11][CH:10]=[CH:9][CH:8]=2)[C:3]=1[C:13]1[N:14]=[CH:15][N:16]([C:18]2[CH:26]=[CH:25][C:21]([C:22]([OH:24])=O)=[CH:20][CH:19]=2)[CH:17]=1.C(N=C=NCCCN(C)C)C.O[N:39]1[C:43]2[CH:44]=[CH:45][CH:46]=CC=2N=N1.C1(CN)CC1.C(N(CC)CC)C. The catalyst is CN(C=O)C. The product is [CH:44]1([CH2:43][NH:39][C:22](=[O:24])[C:21]2[CH:20]=[CH:19][C:18]([N:16]3[CH:17]=[C:13]([C:3]4[C:4]([C:7]5[CH:12]=[CH:11][CH:10]=[CH:9][CH:8]=5)=[N:5][O:6][C:2]=4[CH3:1])[N:14]=[CH:15]3)=[CH:26][CH:25]=2)[CH2:46][CH2:45]1. The yield is 0.130. (2) The reactants are Cl[C:2]1[N:7]=[C:6]2[CH:8]=[N:9][CH:10]=[CH:11][C:5]2=[N:4][C:3]=1[N:12]1[CH2:17][CH2:16][N:15]([C:18]([O:20][C:21]([CH3:24])([CH3:23])[CH3:22])=[O:19])[CH2:14][CH2:13]1.[F-].[K+].CC[N:29](C(C)C)[CH:30]([CH3:32])[CH3:31].CC(N)C. The catalyst is CS(C)=O.O. The product is [CH:30]([NH:29][C:2]1[N:7]=[C:6]2[CH:8]=[N:9][CH:10]=[CH:11][C:5]2=[N:4][C:3]=1[N:12]1[CH2:17][CH2:16][N:15]([C:18]([O:20][C:21]([CH3:24])([CH3:23])[CH3:22])=[O:19])[CH2:14][CH2:13]1)([CH3:32])[CH3:31]. The yield is 0.590. (3) The reactants are [C:1]1([CH3:26])[CH:6]=[CH:5][C:4]([N:7]2[C:11]([NH:12][C:13](=[O:21])OC3C=CC=CC=3)=[CH:10][C:9]([C:22]([F:25])([F:24])[F:23])=[N:8]2)=[CH:3][CH:2]=1.[CH3:27][O:28][C:29]1[CH:30]=[C:31]2[C:36](=[CH:37][C:38]=1[O:39][CH3:40])[N:35]=[CH:34][N:33]=[C:32]2[O:41][C:42]1[CH:43]=[C:44]([CH:46]=[CH:47][CH:48]=1)[NH2:45]. The catalyst is CN(C)C1C=CN=CC=1.C1COCC1. The product is [CH3:27][O:28][C:29]1[CH:30]=[C:31]2[C:36](=[CH:37][C:38]=1[O:39][CH3:40])[N:35]=[CH:34][N:33]=[C:32]2[O:41][C:42]1[CH:43]=[C:44]([NH:45][C:13]([NH:12][C:11]2[N:7]([C:4]3[CH:3]=[CH:2][C:1]([CH3:26])=[CH:6][CH:5]=3)[N:8]=[C:9]([C:22]([F:23])([F:25])[F:24])[CH:10]=2)=[O:21])[CH:46]=[CH:47][CH:48]=1. The yield is 0.590.